Dataset: Forward reaction prediction with 1.9M reactions from USPTO patents (1976-2016). Task: Predict the product of the given reaction. (1) The product is: [CH3:1][C:2]1[CH:6]=[C:5]([NH:7][C:8]2[C:9]3[CH:10]=[N:11][NH:12][C:13]=3[CH:14]=[CH:15][CH:16]=2)[N:4]([C:17]2[CH:22]=[C:21]([S:23]([CH3:24])=[O:31])[N:20]=[C:19]([CH3:25])[N:18]=2)[N:3]=1. Given the reactants [CH3:1][C:2]1[CH:6]=[C:5]([NH:7][C:8]2[C:9]3[CH:10]=[N:11][NH:12][C:13]=3[CH:14]=[CH:15][CH:16]=2)[N:4]([C:17]2[CH:22]=[C:21]([S:23][CH3:24])[N:20]=[C:19]([CH3:25])[N:18]=2)[N:3]=1.ClC1C=C(C=CC=1)C(OO)=[O:31], predict the reaction product. (2) Given the reactants [Cl:1][C:2]1[C:7]([Cl:8])=[CH:6][CH:5]=[CH:4][C:3]=1[CH:9]([NH2:17])[CH2:10][C:11]1[CH:16]=[CH:15][N:14]=[CH:13][CH:12]=1.Cl[CH2:19][CH2:20][N:21]=[C:22]=[S:23], predict the reaction product. The product is: [Cl:1][C:2]1[C:7]([Cl:8])=[CH:6][CH:5]=[CH:4][C:3]=1[CH:9]([N:17]=[C:22]1[NH:21][CH2:20][CH2:19][S:23]1)[CH2:10][C:11]1[CH:12]=[CH:13][N:14]=[CH:15][CH:16]=1. (3) Given the reactants Cl[C:2]1[C:11]2=[N:12][N:13](CC3C=CC(OC)=CC=3)[CH:14]=[C:10]2[C:9]2[CH:8]=[C:7]([O:24][CH3:25])[CH:6]=[CH:5][C:4]=2[N:3]=1.[NH2:26][C:27]1[CH:36]=[C:35]2[C:30]([N:31]=[CH:32][C:33](=[O:37])[NH:34]2)=[CH:29][CH:28]=1.Cl, predict the reaction product. The product is: [CH3:25][O:24][C:7]1[CH:6]=[CH:5][C:4]2[N:3]=[C:2]([NH:26][C:27]3[CH:36]=[C:35]4[C:30]([N:31]=[CH:32][C:33](=[O:37])[NH:34]4)=[CH:29][CH:28]=3)[C:11]3=[N:12][NH:13][CH:14]=[C:10]3[C:9]=2[CH:8]=1. (4) Given the reactants [F:1][C:2]1[C:7]([O:8][CH3:9])=[CH:6][C:5]([O:10][CH3:11])=[C:4]([F:12])[C:3]=1[N:13]1[CH2:18][C:17]2[CH:19]=[N:20][C:21]3[N:25](S(C4C=CC=CC=4)(=O)=O)[C:24]([CH2:35][N:36]4[CH2:41][CH2:40][O:39][CH2:38][CH2:37]4)=[CH:23][C:22]=3[C:16]=2[N:15]([CH2:42][CH3:43])[C:14]1=[O:44].[F-].C([N+](CCCC)(CCCC)CCCC)CCC, predict the reaction product. The product is: [F:1][C:2]1[C:7]([O:8][CH3:9])=[CH:6][C:5]([O:10][CH3:11])=[C:4]([F:12])[C:3]=1[N:13]1[CH2:18][C:17]2[CH:19]=[N:20][C:21]3[NH:25][C:24]([CH2:35][N:36]4[CH2:37][CH2:38][O:39][CH2:40][CH2:41]4)=[CH:23][C:22]=3[C:16]=2[N:15]([CH2:42][CH3:43])[C:14]1=[O:44]. (5) Given the reactants [C:1]([Li])([CH3:4])([CH3:3])C.Br[C:7]1[CH:12]=[CH:11][CH:10]=[CH:9][N:8]=1.Br[C:14]1[CH:15]=[C:16]([CH:26]=[CH:27][CH:28]=1)[C:17]([C:19]1[CH:24]=[CH:23][CH:22]=[C:21](Br)[CH:20]=1)=[O:18].[CH2:29](N(CC(O)=O)CC(O)=O)[CH2:30][N:31](CC(O)=O)CC(O)=O, predict the reaction product. The product is: [C:17]([C:19]1[CH:24]=[CH:23][CH:22]=[C:21]([C:4]2[CH:1]=[CH:3][CH:29]=[CH:30][N:31]=2)[CH:20]=1)([C:16]1[CH:26]=[CH:27][CH:28]=[C:14]([C:7]2[CH:12]=[CH:11][CH:10]=[CH:9][N:8]=2)[CH:15]=1)=[O:18].